This data is from Retrosynthesis with 50K atom-mapped reactions and 10 reaction types from USPTO. The task is: Predict the reactants needed to synthesize the given product. The reactants are: CC1(C)Nc2ccc(Br)cc2C(C)(C)O1.N#Cc1cc(F)cc(Br)c1. Given the product CC1(C)Nc2ccc(-c3cc(F)cc(C#N)c3)cc2C(C)(C)O1, predict the reactants needed to synthesize it.